From a dataset of Reaction yield outcomes from USPTO patents with 853,638 reactions. Predict the reaction yield, written as a fraction of the theoretical maximum amount of product (1.0 means a 100% yield; for example, 0.34 means a 34% yield). (1) The reactants are [NH2:1][C:2]1[N:7]=[CH:6][C:5]([C:8]2[C:9]([F:19])=[C:10]([OH:18])[C:11]([CH:14]3[CH2:17][CH2:16][CH2:15]3)=[CH:12][CH:13]=2)=[CH:4][N:3]=1.Cl[C:21]1[N:26]=[CH:25][CH:24]=[CH:23][N:22]=1.C([O-])([O-])=O.[Cs+].[Cs+]. The catalyst is CS(C)=O. The product is [CH:14]1([C:11]2[CH:12]=[CH:13][C:8]([C:5]3[CH:4]=[N:3][C:2]([NH2:1])=[N:7][CH:6]=3)=[C:9]([F:19])[C:10]=2[O:18][C:21]2[N:26]=[CH:25][CH:24]=[CH:23][N:22]=2)[CH2:15][CH2:16][CH2:17]1. The yield is 0.780. (2) The reactants are [NH2:1][C:2]1[CH:9]=[C:8]([CH3:10])[C:5]([C:6]#[N:7])=[C:4]([Cl:11])[N:3]=1.CN(C=O)C.[H-].[Na+].[F:19][C:20]1([F:35])[O:24][C:23]2[CH:25]=[CH:26][C:27]([C:29]3([C:32](Cl)=[O:33])[CH2:31][CH2:30]3)=[CH:28][C:22]=2[O:21]1. The catalyst is O1CCCC1.O. The product is [Cl:11][C:4]1[N:3]=[C:2]([NH:1][C:32]([C:29]2([C:27]3[CH:26]=[CH:25][C:23]4[O:24][C:20]([F:35])([F:19])[O:21][C:22]=4[CH:28]=3)[CH2:31][CH2:30]2)=[O:33])[CH:9]=[C:8]([CH3:10])[C:5]=1[C:6]#[N:7]. The yield is 0.630.